Dataset: Reaction yield outcomes from USPTO patents with 853,638 reactions. Task: Predict the reaction yield, written as a fraction of the theoretical maximum amount of product (1.0 means a 100% yield; for example, 0.34 means a 34% yield). (1) The reactants are [Cl:1][C:2]1[CH:19]=[C:18]([F:20])[CH:17]=[CH:16][C:3]=1[C:4]([NH:6][C:7]1[CH:12]=[CH:11][CH:10]=[C:9]([N+:13]([O-])=O)[CH:8]=1)=[O:5].Cl.[OH-].[NH4+]. The catalyst is C(O)C. The product is [NH2:13][C:9]1[CH:8]=[C:7]([NH:6][C:4](=[O:5])[C:3]2[CH:16]=[CH:17][C:18]([F:20])=[CH:19][C:2]=2[Cl:1])[CH:12]=[CH:11][CH:10]=1. The yield is 0.690. (2) The reactants are [ClH:1].[OH:2][C:3]([C:35]1[CH:40]=[CH:39][CH:38]=[CH:37][CH:36]=1)([C:29]1[CH:34]=[CH:33][CH:32]=[CH:31][CH:30]=1)[CH:4]1[CH2:9][CH2:8][N:7]([CH2:10][CH2:11][CH2:12][C:13]([C:15]2[CH:20]=[CH:19][C:18]([C:21]([CH3:28])([CH3:27])[C:22]([O:24]CC)=[O:23])=[CH:17][CH:16]=2)=[O:14])[CH2:6][CH2:5]1.[OH-].[Na+].[BH4-].[Na+].Cl. The catalyst is O.CC(C)=O.CO. The product is [OH2:2].[ClH:1].[OH:2][C:3]([C:35]1[CH:36]=[CH:37][CH:38]=[CH:39][CH:40]=1)([C:29]1[CH:30]=[CH:31][CH:32]=[CH:33][CH:34]=1)[CH:4]1[CH2:9][CH2:8][N:7]([CH2:10][CH2:11][CH2:12][CH:13]([C:15]2[CH:20]=[CH:19][C:18]([C:21]([CH3:28])([CH3:27])[C:22]([OH:24])=[O:23])=[CH:17][CH:16]=2)[OH:14])[CH2:6][CH2:5]1. The yield is 0.915. (3) The reactants are CN[C:3]1[CH:8]=[CH:7][C:6]([NH:9][C:10](=[O:22])[CH2:11][C:12]([O:14]CC2C=CC=CC=2)=[O:13])=[CH:5][CH:4]=1.[H][H].C[CH2:26][O:27]C(C)=O.CO. The catalyst is [Pd]. The product is [CH3:26][O:27][C:3]1[CH:4]=[CH:5][C:6]([NH:9][C:10](=[O:22])[CH2:11][C:12]([OH:14])=[O:13])=[CH:7][CH:8]=1. The yield is 0.960. (4) The reactants are Br[C:2]1[CH:10]=[CH:9][CH:8]=[C:7]2[C:3]=1[CH:4]=[CH:5][NH:6]2.[F:11][C:12]([F:24])([F:23])[O:13][C:14]1[CH:19]=[CH:18][C:17](B(O)O)=[CH:16][CH:15]=1.[OH-].[Na+]. The catalyst is C1COCC1.[Pd].C(OCC)(=O)C. The product is [F:11][C:12]([F:23])([F:24])[O:13][C:14]1[CH:15]=[C:16]([C:2]2[CH:10]=[CH:9][CH:8]=[C:7]3[C:3]=2[CH:4]=[CH:5][NH:6]3)[CH:17]=[CH:18][CH:19]=1. The yield is 0.780. (5) The reactants are [Si:1]([O:8][C:9]1[CH:10]=[C:11]([CH:14]=[CH:15][CH:16]=1)[CH:12]=O)([C:4]([CH3:7])([CH3:6])[CH3:5])([CH3:3])[CH3:2].Cl.[NH2:18][C:19]1([C:23]([O:25][CH2:26][CH3:27])=[O:24])[CH2:22][CH2:21][CH2:20]1. No catalyst specified. The product is [Si:1]([O:8][C:9]1[CH:10]=[C:11]([CH:14]=[CH:15][CH:16]=1)[CH2:12][NH:18][C:19]1([C:23]([O:25][CH2:26][CH3:27])=[O:24])[CH2:22][CH2:21][CH2:20]1)([C:4]([CH3:7])([CH3:6])[CH3:5])([CH3:3])[CH3:2]. The yield is 0.770.